This data is from Reaction yield outcomes from USPTO patents with 853,638 reactions. The task is: Predict the reaction yield, written as a fraction of the theoretical maximum amount of product (1.0 means a 100% yield; for example, 0.34 means a 34% yield). (1) The reactants are O1C=CC=C1P(C1OC=CC=1)C1OC=CC=1.[Cl:17][C:18]1[CH:19]=[C:20]2[C:25](=[C:26](I)[CH:27]=1)[O:24][CH:23]([C:29]([F:32])([F:31])[F:30])[C:22]([C:33]([O-:35])=[O:34])=[CH:21]2.[Br-].[CH2:37]([Zn+])[C:38]1[CH:43]=[CH:42][CH:41]=[CH:40][CH:39]=1. The catalyst is [Pd].C(=CC(C=CC1C=CC=CC=1)=O)C1C=CC=CC=1.C(=CC(C=CC1C=CC=CC=1)=O)C1C=CC=CC=1.C1COCC1. The product is [CH2:37]([C:26]1[CH:27]=[C:18]([Cl:17])[CH:19]=[C:20]2[C:25]=1[O:24][CH:23]([C:29]([F:32])([F:31])[F:30])[C:22]([C:33]([OH:35])=[O:34])=[CH:21]2)[C:38]1[CH:43]=[CH:42][CH:41]=[CH:40][CH:39]=1. The yield is 0.120. (2) The reactants are [C:1]1([S:7]([C:10]([CH:26]2[CH2:38][CH2:37][C:36]3[C:35]4[C:30](=[CH:31][CH:32]=[C:33]([Cl:39])[CH:34]=4)[NH:29][C:28]=3[CH2:27]2)([F:25])[C:11]([N:13]([CH2:15][C:16]2[CH:17]=[C:18]([CH:22]=[CH:23][CH:24]=2)[C:19](O)=[O:20])[CH3:14])=[O:12])(=[O:9])=[O:8])[CH:6]=[CH:5][CH:4]=[CH:3][CH:2]=1.B.C1COCC1. The catalyst is C1COCC1. The product is [C:1]1([S:7]([C:10]([CH:26]2[CH2:38][CH2:37][C:36]3[C:35]4[C:30](=[CH:31][CH:32]=[C:33]([Cl:39])[CH:34]=4)[NH:29][C:28]=3[CH2:27]2)([F:25])[C:11]([N:13]([CH2:15][C:16]2[CH:24]=[CH:23][CH:22]=[C:18]([CH2:19][OH:20])[CH:17]=2)[CH3:14])=[O:12])(=[O:9])=[O:8])[CH:6]=[CH:5][CH:4]=[CH:3][CH:2]=1. The yield is 0.840. (3) The reactants are [NH:1]([C:11]1[CH:19]=[CH:18][CH:17]=[CH:16][C:12]=1[C:13]([OH:15])=O)[C:2]1[CH:10]=[CH:9][CH:8]=[CH:7][C:3]=1[C:4]([OH:6])=[O:5]. The catalyst is P(Cl)(Cl)(Cl)=O. The product is [C:4]([C:3]1[C:2]2[NH:1][C:11]3[C:12](=[CH:16][CH:17]=[CH:18][CH:19]=3)[C:13](=[O:15])[C:10]=2[CH:9]=[CH:8][CH:7]=1)([OH:6])=[O:5]. The yield is 0.940. (4) The reactants are [CH3:1][CH2:2][C:3]([C:5]1[CH:10]=[CH:9][C:8]([Cl:11])=[CH:7][C:6]=1[Cl:12])=O.[NH3:13].CO.[BH4-].[Na+].[NH4+].[OH-]. The catalyst is O.[Ti]. The product is [Cl:12][C:6]1[CH:7]=[C:8]([Cl:11])[CH:9]=[CH:10][C:5]=1[CH:3]([NH2:13])[CH2:2][CH3:1]. The yield is 0.440. (5) The reactants are [Br:1][CH2:2][C:3]1[C:12]2[C:7](=[CH:8][CH:9]=[CH:10][CH:11]=2)[C:6]([C:13]#N)=[CH:5][CH:4]=1.CC(C[AlH]CC(C)C)C.Cl.[OH2:25]. The catalyst is C1(C)C=CC=CC=1. The product is [Br:1][CH2:2][C:3]1[C:12]2[C:7](=[CH:8][CH:9]=[CH:10][CH:11]=2)[C:6]([CH:13]=[O:25])=[CH:5][CH:4]=1. The yield is 0.880. (6) The reactants are [N+:1]([C:4]1[CH:18]=[CH:17][C:7]([O:8][C@H:9]2[CH2:13][CH2:12][N:11]([C:14](=[O:16])[CH3:15])[CH2:10]2)=[CH:6][CH:5]=1)([O-])=O.[H][H]. The catalyst is CO.[Pd]. The product is [NH2:1][C:4]1[CH:18]=[CH:17][C:7]([O:8][C@H:9]2[CH2:13][CH2:12][N:11]([C:14](=[O:16])[CH3:15])[CH2:10]2)=[CH:6][CH:5]=1. The yield is 0.880. (7) The reactants are [CH2:1]([O:8][C:9]1[CH:14]=[CH:13][NH:12][C:11](=[O:15])[CH:10]=1)[C:2]1[CH:7]=[CH:6][CH:5]=[CH:4][CH:3]=1.Br[C:17]1[S:21][C:20]([C:22]([NH:24][CH2:25][C:26]2[CH:31]=[CH:30][CH:29]=[C:28]([F:32])[CH:27]=2)=[O:23])=[C:19]([CH3:33])[CH:18]=1. No catalyst specified. The product is [CH2:1]([O:8][C:9]1[CH:14]=[CH:13][N:12]([C:17]2[S:21][C:20]([C:22]([NH:24][CH2:25][C:26]3[CH:31]=[CH:30][CH:29]=[C:28]([F:32])[CH:27]=3)=[O:23])=[C:19]([CH3:33])[CH:18]=2)[C:11](=[O:15])[CH:10]=1)[C:2]1[CH:3]=[CH:4][CH:5]=[CH:6][CH:7]=1. The yield is 0.450.